Predict the product of the given reaction. From a dataset of Forward reaction prediction with 1.9M reactions from USPTO patents (1976-2016). Given the reactants C(NC(C)C)(C)C.[CH2:8]([Li])[CH2:9][CH2:10][CH3:11].[OH:13][C@H:14]([C:31]1[CH:36]=[CH:35][CH:34]=[CH:33][CH:32]=1)[C@H:15]([N:17]([CH3:30])[C:18](=[O:29])[CH2:19][N:20]([CH3:28])[C:21](=[O:27])[O:22][C:23]([CH3:26])([CH3:25])[CH3:24])[CH3:16].[Cl-].[Li+].C1C[O:42][CH2:41][CH2:40]1, predict the reaction product. The product is: [OH:13][C@H:14]([C:31]1[CH:32]=[CH:33][CH:34]=[CH:35][CH:36]=1)[C@H:15]([N:17]([CH3:30])[C:18](=[O:29])[C@@H:19]([N:20]([CH3:28])[C:21](=[O:27])[O:22][C:23]([CH3:25])([CH3:26])[CH3:24])[CH2:11][CH:10]1[CH2:40][CH2:41][O:42][CH2:8][CH2:9]1)[CH3:16].